Task: Predict which catalyst facilitates the given reaction.. Dataset: Catalyst prediction with 721,799 reactions and 888 catalyst types from USPTO (1) Reactant: [Br:1][C:2]1[CH:7]=[C:6]([CH3:8])[C:5]([N:9]2[C:13]3=[N:14][C:15]([CH3:27])=[CH:16][C:17]([N:18]4[CH2:23][CH2:22][CH:21]([CH2:24][CH2:25][OH:26])[CH2:20][CH2:19]4)=[C:12]3[C:11]([CH3:28])=[CH:10]2)=[C:4]([CH3:29])[CH:3]=1.[CH3:30][S:31](Cl)(=[O:33])=[O:32].N1C=CC=CC=1.O. Product: [Br:1][C:2]1[CH:7]=[C:6]([CH3:8])[C:5]([N:9]2[C:13]3=[N:14][C:15]([CH3:27])=[CH:16][C:17]([N:18]4[CH2:19][CH2:20][CH:21]([CH2:24][CH2:25][O:26][S:31]([CH3:30])(=[O:33])=[O:32])[CH2:22][CH2:23]4)=[C:12]3[C:11]([CH3:28])=[CH:10]2)=[C:4]([CH3:29])[CH:3]=1. The catalyst class is: 22. (2) Reactant: [CH2:1]([C:5]12[CH2:17][CH:16]([I:18])[C:15](=[O:19])[C:14]([CH3:20])=[C:13]1[C:12]1[C:7](=[CH:8][C:9]([O:21]COC)=[CH:10][CH:11]=1)[CH2:6]2)[CH2:2][CH2:3][CH3:4].Cl.C([O-])(O)=O.[Na+]. Product: [CH2:1]([C:5]12[CH2:17][CH:16]([I:18])[C:15](=[O:19])[C:14]([CH3:20])=[C:13]1[C:12]1[C:7](=[CH:8][C:9]([OH:21])=[CH:10][CH:11]=1)[CH2:6]2)[CH2:2][CH2:3][CH3:4]. The catalyst class is: 191. (3) Reactant: [NH2:1][C:2]1[CH:10]=[C:9]([N+:11]([O-:13])=[O:12])[CH:8]=[CH:7][C:3]=1[C:4]([OH:6])=[O:5].[C:14](Cl)(=[O:18])[CH:15]([CH3:17])[CH3:16]. Product: [C:14]([NH:1][C:2]1[CH:10]=[C:9]([N+:11]([O-:13])=[O:12])[CH:8]=[CH:7][C:3]=1[C:4]([OH:6])=[O:5])(=[O:18])[CH:15]([CH3:17])[CH3:16]. The catalyst class is: 2. (4) Reactant: [CH2:1]([O:3][C:4]([C:6]1[C:15](=[O:16])[C:14]2[C:13](=[O:17])[CH2:12][CH2:11][CH2:10][C:9]=2[NH:8][CH:7]=1)=[O:5])[CH3:2].II. Product: [CH2:1]([O:3][C:4]([C:6]1[C:15](=[O:16])[C:14]2[C:9](=[CH:10][CH:11]=[CH:12][C:13]=2[OH:17])[NH:8][CH:7]=1)=[O:5])[CH3:2]. The catalyst class is: 8.